This data is from Retrosynthesis with 50K atom-mapped reactions and 10 reaction types from USPTO. The task is: Predict the reactants needed to synthesize the given product. (1) Given the product C[C@H](NC(=O)OC(C)(C)C)C(=O)O, predict the reactants needed to synthesize it. The reactants are: CC(C)(C)OC(=O)OC(=O)OC(C)(C)C.C[C@H](N)C(=O)O. (2) Given the product CCOC(=O)C=CC(Cc1cn(CC=Cc2ccccc2)cn1)NC(=O)CCCCCCc1ccccc1, predict the reactants needed to synthesize it. The reactants are: BrCC=Cc1ccccc1.CCOC(=O)C=CC(Cc1c[nH]cn1)NC(=O)CCCCCCc1ccccc1. (3) Given the product O=C1OCCC1SCCCI, predict the reactants needed to synthesize it. The reactants are: ICCCI.O=C1OCCC1S. (4) Given the product COC(=O)CS(=O)(=O)NC1CC2(CCN(C(=O)OC(C)(C)C)CC2)c2ccccc21, predict the reactants needed to synthesize it. The reactants are: CC(C)(C)OC(=O)N1CCC2(CC1)CC(N)c1ccccc12.COC(=O)CS(=O)(=O)Cl. (5) Given the product CC1(C)CCC(=O)Nc2ccc(Nc3ncc(Cl)c(Nc4ccccc4-c4nc(C(F)(F)F)c[nH]4)n3)cc21, predict the reactants needed to synthesize it. The reactants are: CC1(C)CCC(=O)Nc2ccc(N)cc21.FC(F)(F)c1c[nH]c(-c2ccccc2Nc2nc(Cl)ncc2Cl)n1.